Task: Predict the reactants needed to synthesize the given product.. Dataset: Full USPTO retrosynthesis dataset with 1.9M reactions from patents (1976-2016) (1) Given the product [OH:1][C@H:2]([C:28]1[CH:29]=[CH:30][CH:31]=[CH:32][CH:33]=1)[C:3]([NH:5][C:6]1[CH:7]=[CH:8][C:9]([C:12]2[CH:16]=[C:15]([C:17]([NH:19][CH:20]([CH:25]([CH3:26])[CH3:27])[C:21]([OH:23])=[O:22])=[O:18])[O:14][N:13]=2)=[CH:10][CH:11]=1)=[O:4], predict the reactants needed to synthesize it. The reactants are: [OH:1][C@H:2]([C:28]1[CH:33]=[CH:32][CH:31]=[CH:30][CH:29]=1)[C:3]([NH:5][C:6]1[CH:11]=[CH:10][C:9]([C:12]2[CH:16]=[C:15]([C:17]([NH:19][CH:20]([CH:25]([CH3:27])[CH3:26])[C:21]([O:23]C)=[O:22])=[O:18])[O:14][N:13]=2)=[CH:8][CH:7]=1)=[O:4].O.[OH-].[Li+].Cl. (2) The reactants are: [N:1]1[C:10]2[C:5](=[CH:6][C:7]([CH2:11][N:12]3[C:16]4=[N:17][C:18]([C:21](=O)[CH3:22])=[CH:19][CH:20]=[C:15]4[N:14]=[CH:13]3)=[CH:8][CH:9]=2)[CH:4]=[CH:3][CH:2]=1.C([O-])(=O)C.[Na+].Cl.[NH2:30][NH:31][C:32]([NH2:34])=[O:33]. Given the product [N:1]1[C:10]2[C:5](=[CH:6][C:7]([CH2:11][N:12]3[C:16]4=[N:17][C:18]([C:21](=[N:30][NH:31][C:32]([NH2:34])=[O:33])[CH3:22])=[CH:19][CH:20]=[C:15]4[N:14]=[CH:13]3)=[CH:8][CH:9]=2)[CH:4]=[CH:3][CH:2]=1, predict the reactants needed to synthesize it. (3) Given the product [N+:1]([C:4]1[CH:5]=[CH:6][C:7]([N:10]2[CH2:15][CH2:14][N:13]([C:25]([O:27][C:28]([CH3:31])([CH3:30])[CH3:29])=[O:26])[CH2:12][CH2:11]2)=[CH:8][CH:9]=1)([O-:3])=[O:2], predict the reactants needed to synthesize it. The reactants are: [N+:1]([C:4]1[CH:9]=[CH:8][C:7]([N:10]2[CH2:15][CH2:14][NH:13][CH2:12][CH2:11]2)=[CH:6][CH:5]=1)([O-:3])=[O:2].C(N(C(C)C)CC)(C)C.[C:25](O[C:25]([O:27][C:28]([CH3:31])([CH3:30])[CH3:29])=[O:26])([O:27][C:28]([CH3:31])([CH3:30])[CH3:29])=[O:26].O. (4) Given the product [C:31]([O:30][C:28](=[O:29])[N:8]([CH2:9][CH2:10][C@@H:11]([OH:18])[CH2:12][N:13]1[CH2:14][CH2:15][CH2:16][CH2:17]1)[CH3:1])([CH3:32])([CH3:33])[CH3:34], predict the reactants needed to synthesize it. The reactants are: [CH2:1]([N:8](C)[CH2:9][CH2:10][C@@H:11]([OH:18])[CH2:12][N:13]1[CH2:17][CH2:16][CH2:15][CH2:14]1)C1C=CC=CC=1.[C:28](O[C:28]([O:30][C:31]([CH3:34])([CH3:33])[CH3:32])=[O:29])([O:30][C:31]([CH3:34])([CH3:33])[CH3:32])=[O:29].[H][H]. (5) Given the product [F:9][C:10]1[CH:11]=[C:12]([CH:15]=[CH:16][C:17]=1[F:18])[CH2:13][NH:14][C:37]([C:33]1[S:32][C:31]([N:27]2[CH2:28][C@@H:29]([CH3:30])[N:25]([CH2:24][C:23]3[CH:41]=[CH:42][C:20]([F:19])=[CH:21][CH:22]=3)[C:26]2=[O:40])=[N:35][C:34]=1[CH3:36])=[O:38], predict the reactants needed to synthesize it. The reactants are: N1C=CC=C(CN)C=1.[F:9][C:10]1[CH:11]=[C:12]([CH:15]=[CH:16][C:17]=1[F:18])[CH2:13][NH2:14].[F:19][C:20]1[CH:42]=[CH:41][C:23]([CH2:24][N:25]2[C@@H:29]([CH3:30])[CH2:28][N:27]([C:31]3[S:32][C:33]([C:37](O)=[O:38])=[C:34]([CH3:36])[N:35]=3)[C:26]2=[O:40])=[CH:22][CH:21]=1.FC1C=CC(CN2[C@H](C)CN(C3SC(C(O)=O)=C(C)N=3)C2=O)=CC=1. (6) The reactants are: [C:1]1([C:7]([CH:9]2[CH:11]([C:12]3[CH:17]=[CH:16][CH:15]=[CH:14][CH:13]=3)[O:10]2)=O)[CH:6]=[CH:5][CH:4]=[CH:3]C=1.B(F)(F)F.C[CH2:23][O:24]CC. Given the product [O:10]=[C:9]([C:7]1[CH:3]=[CH:4][CH:5]=[CH:6][CH:1]=1)[CH:11]([C:12]1[CH:13]=[CH:14][CH:15]=[CH:16][CH:17]=1)[CH:23]=[O:24], predict the reactants needed to synthesize it. (7) Given the product [BrH:1].[BrH:1].[Br:1][C:10]1[CH:11]=[C:6]([N+:3]([O-:5])=[O:4])[C:7]([NH2:13])=[CH:8][C:9]=1[NH2:12], predict the reactants needed to synthesize it. The reactants are: [Br:1]Br.[N+:3]([C:6]1[CH:11]=[CH:10][C:9]([NH2:12])=[CH:8][C:7]=1[NH2:13])([O-:5])=[O:4].